This data is from Full USPTO retrosynthesis dataset with 1.9M reactions from patents (1976-2016). The task is: Predict the reactants needed to synthesize the given product. (1) Given the product [CH3:3][O:4][CH2:5][CH2:6][O:7][C:8]1[CH:13]=[CH:12][C:11]([N+:14]([O-:16])=[O:15])=[CH:10][C:9]=1[N:17]([CH3:25])[C:18](=[O:24])[O:19][C:20]([CH3:21])([CH3:23])[CH3:22], predict the reactants needed to synthesize it. The reactants are: [H-].[Na+].[CH3:3][O:4][CH2:5][CH2:6][O:7][C:8]1[CH:13]=[CH:12][C:11]([N+:14]([O-:16])=[O:15])=[CH:10][C:9]=1[NH:17][C:18](=[O:24])[O:19][C:20]([CH3:23])([CH3:22])[CH3:21].[CH3:25]I. (2) Given the product [F:23][CH:22]([F:24])[O:21][C:18]1[CH:17]=[CH:16][C:15]([C@H:9]([NH:8][C:6](=[O:7])[O:5][C:1]([CH3:2])([CH3:3])[CH3:4])[CH2:10][CH2:11][OH:12])=[CH:20][CH:19]=1, predict the reactants needed to synthesize it. The reactants are: [C:1]([O:5][C:6]([NH:8][C@@H:9]([C:15]1[CH:20]=[CH:19][C:18]([O:21][CH:22]([F:24])[F:23])=[CH:17][CH:16]=1)[CH2:10][C:11](OC)=[O:12])=[O:7])([CH3:4])([CH3:3])[CH3:2].[H-].[H-].[H-].[H-].[Li+].[Al+3].